This data is from Full USPTO retrosynthesis dataset with 1.9M reactions from patents (1976-2016). The task is: Predict the reactants needed to synthesize the given product. Given the product [CH3:1][O:2][C:3]1[CH:4]=[C:5]([CH:6]=[CH:7][CH:8]=1)[O:9][CH2:11][C:12]([NH2:14])=[O:13], predict the reactants needed to synthesize it. The reactants are: [CH3:1][O:2][C:3]1[CH:4]=[C:5]([OH:9])[CH:6]=[CH:7][CH:8]=1.Br[CH2:11][C:12]([NH2:14])=[O:13].C([O-])([O-])=O.[K+].[K+].